From a dataset of Peptide-MHC class I binding affinity with 185,985 pairs from IEDB/IMGT. Regression. Given a peptide amino acid sequence and an MHC pseudo amino acid sequence, predict their binding affinity value. This is MHC class I binding data. (1) The peptide sequence is AKATGRYNL. The MHC is HLA-A02:06 with pseudo-sequence HLA-A02:06. The binding affinity (normalized) is 0.0847. (2) The peptide sequence is YSFSRAYTL. The MHC is HLA-A32:07 with pseudo-sequence HLA-A32:07. The binding affinity (normalized) is 0.528. (3) The peptide sequence is LLLLISLVY. The MHC is HLA-A69:01 with pseudo-sequence HLA-A69:01. The binding affinity (normalized) is 0.0847. (4) The peptide sequence is RERVNINIV. The MHC is HLA-B40:02 with pseudo-sequence HLA-B40:02. The binding affinity (normalized) is 0.699. (5) The peptide sequence is VAGALVAFK. The MHC is HLA-A11:01 with pseudo-sequence HLA-A11:01. The binding affinity (normalized) is 0.763. (6) The binding affinity (normalized) is 0.319. The MHC is HLA-C15:02 with pseudo-sequence HLA-C15:02. The peptide sequence is RMMETWHPL. (7) The peptide sequence is SDYDYYRYNL. The MHC is HLA-B40:02 with pseudo-sequence HLA-B40:02. The binding affinity (normalized) is 0. (8) The peptide sequence is QILASILSI. The MHC is HLA-A32:01 with pseudo-sequence HLA-A32:01. The binding affinity (normalized) is 0.714.